Dataset: Forward reaction prediction with 1.9M reactions from USPTO patents (1976-2016). Task: Predict the product of the given reaction. (1) The product is: [CH3:39][C:32]1([CH3:40])[CH2:31][C@H:30]([NH:29][C:27]2[C:26]([C:41]#[N:42])=[CH:25][N:24]=[C:23]([NH:1][C:2]3[CH:7]=[C:6]([N:8]4[C:12](=[O:13])[N:11]([CH3:14])[N:10]=[N:9]4)[C:5]([O:15][CH2:16][C:17]([OH:20])([CH3:19])[CH3:18])=[CH:4][C:3]=3[F:21])[N:28]=2)[CH2:38][C@H:37]2[N:33]1[CH2:34][CH2:35][CH2:36]2. Given the reactants [NH2:1][C:2]1[C:3]([F:21])=[CH:4][C:5]([O:15][CH2:16][C:17]([OH:20])([CH3:19])[CH3:18])=[C:6]([N:8]2[C:12](=[O:13])[N:11]([CH3:14])[N:10]=[N:9]2)[CH:7]=1.Cl[C:23]1[N:28]=[C:27]([NH:29][C@@H:30]2[CH2:38][C@H:37]3[N:33]([CH2:34][CH2:35][CH2:36]3)[C:32]([CH3:40])([CH3:39])[CH2:31]2)[C:26]([C:41]#[N:42])=[CH:25][N:24]=1.C1(S(O)(=O)=O)C=CC=CC=1, predict the reaction product. (2) The product is: [NH2:7][C:6]1[CH:5]=[C:4]([N:1]2[CH:13]=[C:12]([CH2:11][NH:14][C:15](=[O:21])[O:16][C:17]([CH3:19])([CH3:18])[CH3:20])[N:3]=[N:2]2)[CH:10]=[CH:9][CH:8]=1. Given the reactants [N:1]([C:4]1[CH:5]=[C:6]([CH:8]=[CH:9][CH:10]=1)[NH2:7])=[N+:2]=[N-:3].[CH2:11]([NH:14][C:15](=[O:21])[O:16][C:17]([CH3:20])([CH3:19])[CH3:18])[C:12]#[CH:13], predict the reaction product. (3) Given the reactants [Cl:1][C:2]1[C:3]([CH3:12])=[C:4]([CH:6]=[C:7]([N+:9]([O-:11])=[O:10])[CH:8]=1)[NH2:5].C1(C)C=CC=CC=1.[C:20](Cl)(Cl)=[O:21], predict the reaction product. The product is: [Cl:1][C:2]1[C:3]([CH3:12])=[C:4]([N:5]=[C:20]=[O:21])[CH:6]=[C:7]([N+:9]([O-:11])=[O:10])[CH:8]=1. (4) Given the reactants C[Si](C)(C)Cl.[C:6]([C:9]1[CH:14]=[CH:13][CH:12]=[CH:11][CH:10]=1)(=[O:8])[CH3:7].Br[CH:16]([CH3:21])[C:17]([O:19][CH3:20])=[O:18].Cl, predict the reaction product. The product is: [OH:8][C:6]([C:9]1[CH:14]=[CH:13][CH:12]=[CH:11][CH:10]=1)([CH3:7])[CH:16]([CH3:21])[C:17]([O:19][CH3:20])=[O:18]. (5) Given the reactants O=[C:2]([CH2:8][CH2:9][C:10]1[CH:15]=[CH:14][CH:13]=[CH:12][CH:11]=1)[C:3]([O:5][CH2:6][CH3:7])=[O:4].[C:16]1([NH:22]N)[CH:21]=[CH:20][CH:19]=[CH:18][CH:17]=1.Cl, predict the reaction product. The product is: [CH2:9]([C:8]1[C:21]2[C:16](=[CH:17][CH:18]=[CH:19][CH:20]=2)[NH:22][C:2]=1[C:3]([O:5][CH2:6][CH3:7])=[O:4])[C:10]1[CH:15]=[CH:14][CH:13]=[CH:12][CH:11]=1.